This data is from TCR-epitope binding with 47,182 pairs between 192 epitopes and 23,139 TCRs. The task is: Binary Classification. Given a T-cell receptor sequence (or CDR3 region) and an epitope sequence, predict whether binding occurs between them. The epitope is VLQAVGACV. The TCR CDR3 sequence is CASTLPGGRGPEGYTF. Result: 0 (the TCR does not bind to the epitope).